From a dataset of Catalyst prediction with 721,799 reactions and 888 catalyst types from USPTO. Predict which catalyst facilitates the given reaction. (1) Reactant: [OH:1][C:2]1[CH:7]=[CH:6][C:5]([CH2:8][C:9]([O:11][CH3:12])=[O:10])=[CH:4][CH:3]=1.Br[CH:14]([CH3:16])[CH3:15].C(=O)([O-])[O-].[K+].[K+]. Product: [CH:14]([O:1][C:2]1[CH:3]=[CH:4][C:5]([CH2:8][C:9]([O:11][CH3:12])=[O:10])=[CH:6][CH:7]=1)([CH3:16])[CH3:15]. The catalyst class is: 3. (2) Reactant: [Cl-].[NH4+:2].C[Al](C)C.[C:7]1([S:13][CH2:14][C:15]#[N:16])[CH:12]=[CH:11][CH:10]=[CH:9][CH:8]=1. Product: [C:7]1([S:13][CH2:14][C:15](=[NH:2])[NH2:16])[CH:12]=[CH:11][CH:10]=[CH:9][CH:8]=1. The catalyst class is: 308. (3) Reactant: [CH3:1][N:2]([CH3:16])[CH2:3][CH2:4][C:5]1[C:13]2[C:8](=[CH:9][CH:10]=[C:11]([CH:14]=O)[CH:12]=2)[NH:7][CH:6]=1.[CH2:17]([O:21][C:22]([NH:24][NH2:25])=[O:23])[CH:18]([CH3:20])[CH3:19]. Product: [CH2:17]([O:21][C:22]([NH:24][N:25]=[CH:14][C:11]1[CH:12]=[C:13]2[C:8](=[CH:9][CH:10]=1)[NH:7][CH:6]=[C:5]2[CH2:4][CH2:3][N:2]([CH3:16])[CH3:1])=[O:23])[CH:18]([CH3:20])[CH3:19]. The catalyst class is: 5. (4) The catalyst class is: 4. Reactant: [CH3:1][NH:2][C:3]([C:5]1[C:6]2[C@@H:7](O)[C@H:8]([OH:26])[C@@H:9]([C:20]3[CH:25]=[CH:24][CH:23]=[CH:22][CH:21]=3)[NH:10][C:11]=2[C:12]2[N:17]=[C:16]([CH3:18])[N:15]([CH3:19])[C:13]=2[CH:14]=1)=[O:4].FC(F)(F)C(O)=O.C([SiH](CC)CC)C.[OH-].[Na+]. Product: [CH3:1][NH:2][C:3]([C:5]1[C:6]2[CH2:7][C@@H:8]([OH:26])[C@@H:9]([C:20]3[CH:25]=[CH:24][CH:23]=[CH:22][CH:21]=3)[NH:10][C:11]=2[C:12]2[N:17]=[C:16]([CH3:18])[N:15]([CH3:19])[C:13]=2[CH:14]=1)=[O:4]. (5) Reactant: C[O:2][C:3]([C:5]1[CH:6]=[CH:7][C:8]2[N:9]([CH:21]3[CH2:26][CH2:25][N:24]([CH2:27][C:28]4[CH:33]=[CH:32][CH:31]=[CH:30][CH:29]=4)[CH2:23][CH2:22]3)[C:10]3[C:15]([O:16][C:17]=2[CH:18]=1)=[C:14]([O:19][CH3:20])[CH:13]=[CH:12][CH:11]=3)=[O:4].[OH-].[Na+].O.Cl. Product: [CH2:27]([N:24]1[CH2:23][CH2:22][CH:21]([N:9]2[C:8]3[CH:7]=[CH:6][C:5]([C:3]([OH:4])=[O:2])=[CH:18][C:17]=3[O:16][C:15]3[C:10]2=[CH:11][CH:12]=[CH:13][C:14]=3[O:19][CH3:20])[CH2:26][CH2:25]1)[C:28]1[CH:33]=[CH:32][CH:31]=[CH:30][CH:29]=1. The catalyst class is: 12. (6) Reactant: [Br:1][C:2]1[CH:10]=[C:9]2[C:5]([CH:6]=[C:7]([CH2:11][OH:12])[NH:8]2)=[CH:4][CH:3]=1.[Si:13](Cl)([C:16]([CH3:19])([CH3:18])[CH3:17])([CH3:15])[CH3:14].N1C=CN=C1. Product: [Br:1][C:2]1[CH:10]=[C:9]2[C:5]([CH:6]=[C:7]([CH2:11][O:12][Si:13]([C:16]([CH3:19])([CH3:18])[CH3:17])([CH3:15])[CH3:14])[NH:8]2)=[CH:4][CH:3]=1. The catalyst class is: 3.